Dataset: Peptide-MHC class I binding affinity with 185,985 pairs from IEDB/IMGT. Task: Regression. Given a peptide amino acid sequence and an MHC pseudo amino acid sequence, predict their binding affinity value. This is MHC class I binding data. (1) The peptide sequence is YWVSNASGNI. The MHC is HLA-A23:01 with pseudo-sequence HLA-A23:01. The binding affinity (normalized) is 0.335. (2) The peptide sequence is RMYNPTNILDV. The MHC is Mamu-B03 with pseudo-sequence Mamu-B03. The binding affinity (normalized) is 0.363. (3) The peptide sequence is IRRVYGLL. The MHC is H-2-Db with pseudo-sequence H-2-Db. The binding affinity (normalized) is 0. (4) The peptide sequence is FVRQCFNPM. The MHC is HLA-B15:01 with pseudo-sequence HLA-B15:01. The binding affinity (normalized) is 0.524. (5) The peptide sequence is LEYFQFVKKLL. The MHC is HLA-C07:01 with pseudo-sequence HLA-C07:01. The binding affinity (normalized) is 0.0847.